This data is from Peptide-MHC class II binding affinity with 134,281 pairs from IEDB. The task is: Regression. Given a peptide amino acid sequence and an MHC pseudo amino acid sequence, predict their binding affinity value. This is MHC class II binding data. (1) The peptide sequence is FHEMNNGGDAMYMAL. The MHC is DRB1_0802 with pseudo-sequence DRB1_0802. The binding affinity (normalized) is 0.162. (2) The peptide sequence is AKSSPAYPSVLGQTI. The MHC is DRB1_0901 with pseudo-sequence DRB1_0901. The binding affinity (normalized) is 0.416. (3) The peptide sequence is MIVDTISDFRAAIAN. The MHC is DRB1_1001 with pseudo-sequence DRB1_1001. The binding affinity (normalized) is 0.809. (4) The peptide sequence is PQLPQFLQPQ. The MHC is HLA-DQA10501-DQB10201 with pseudo-sequence HLA-DQA10501-DQB10201. The binding affinity (normalized) is 0.0320. (5) The peptide sequence is FIGYGKATLECQVQTKK. The MHC is DRB1_0301 with pseudo-sequence DRB1_0301. The binding affinity (normalized) is 0.571. (6) The peptide sequence is AAGGWDSLAAELATT. The MHC is HLA-DQA10301-DQB10302 with pseudo-sequence HLA-DQA10301-DQB10302. The binding affinity (normalized) is 0. (7) The peptide sequence is LGQQQPFPPQQPYPQPQPFP. The MHC is DRB3_0101 with pseudo-sequence DRB3_0101. The binding affinity (normalized) is 0.